This data is from Catalyst prediction with 721,799 reactions and 888 catalyst types from USPTO. The task is: Predict which catalyst facilitates the given reaction. (1) Reactant: BrBr.[C:3]1([C:9]2[CH:10]([C:16]3[CH:21]=[CH:20][N:19]=[CH:18][CH:17]=3)[CH2:11][C:12](=[O:15])[NH:13][N:14]=2)[CH:8]=[CH:7][CH:6]=[CH:5][CH:4]=1.C(=O)(O)[O-].[Na+]. Product: [C:3]1([C:9]2[N:14]=[N:13][C:12]([OH:15])=[CH:11][C:10]=2[C:16]2[CH:17]=[CH:18][N:19]=[CH:20][CH:21]=2)[CH:4]=[CH:5][CH:6]=[CH:7][CH:8]=1. The catalyst class is: 15. (2) Reactant: [CH2:1]1[C:9]2[C:4](=[CH:5][C:6]([CH:10]=[N:11]O)=[CH:7][CH:8]=2)[CH2:3][CH2:2]1.[ClH:13]. The catalyst class is: 63. Product: [ClH:13].[CH2:1]1[C:9]2[C:4](=[CH:5][C:6]([CH2:10][NH2:11])=[CH:7][CH:8]=2)[CH2:3][CH2:2]1.